From a dataset of Reaction yield outcomes from USPTO patents with 853,638 reactions. Predict the reaction yield, written as a fraction of the theoretical maximum amount of product (1.0 means a 100% yield; for example, 0.34 means a 34% yield). (1) The reactants are [C:1]([C:5]1[CH:11]=[C:10]([OH:12])[C:9]([C:13]([CH3:16])([CH3:15])[CH3:14])=[CH:8][C:6]=1[OH:7])([CH3:4])([CH3:3])[CH3:2].[H-].[Na+].ClC[CH2:21][O:22][CH2:23][CH3:24]. The catalyst is C1COCC1. The product is [CH3:21][O:22][CH2:23][CH2:24][O:12][C:10]1[CH:11]=[C:5]([C:1]([CH3:4])([CH3:3])[CH3:2])[C:6]([O:7][CH2:24][CH2:23][O:22][CH3:21])=[CH:8][C:9]=1[C:13]([CH3:16])([CH3:15])[CH3:14]. The yield is 0.810. (2) The reactants are [CH3:1][O:2][CH2:3][N:4]1[C:8]2[CH:9]=[CH:10][C:11]([CH:13]([C:15]3[CH:19]=[CH:18][NH:17][N:16]=3)[CH3:14])=[CH:12][C:7]=2[S:6][C:5]1=[O:20].F[C:22]1[CH:27]=[CH:26][C:25]([CH:28]2[CH2:32][CH2:31][CH:30]([CH2:33][O:34][CH:35]3[CH2:40][CH2:39][CH2:38][CH2:37][O:36]3)[O:29]2)=[CH:24][N:23]=1.CC(C)([O-])C.[Li+]. The catalyst is CN(C)C=O.[Cl-].[NH4+].C(OCC)(=O)C. The product is [CH3:1][O:2][CH2:3][N:4]1[C:8]2[CH:9]=[CH:10][C:11]([CH:13]([C:15]3[CH:19]=[CH:18][N:17]([C:22]4[CH:27]=[CH:26][C:25]([CH:28]5[CH2:32][CH2:31][CH:30]([CH2:33][O:34][CH:35]6[CH2:40][CH2:39][CH2:38][CH2:37][O:36]6)[O:29]5)=[CH:24][N:23]=4)[N:16]=3)[CH3:14])=[CH:12][C:7]=2[S:6][C:5]1=[O:20]. The yield is 0.200.